This data is from Reaction yield outcomes from USPTO patents with 853,638 reactions. The task is: Predict the reaction yield, written as a fraction of the theoretical maximum amount of product (1.0 means a 100% yield; for example, 0.34 means a 34% yield). (1) The reactants are [Si:1]([O:18][CH2:19][C:20]1[CH:29]=[CH:28][C:23]2[NH:24][C:25](=[O:27])[O:26][C:22]=2[CH:21]=1)([C:14]([CH3:17])([CH3:16])[CH3:15])([C:8]1[CH:13]=[CH:12][CH:11]=[CH:10][CH:9]=1)[C:2]1[CH:7]=[CH:6][CH:5]=[CH:4][CH:3]=1.C(=O)([O-])[O-].[K+].[K+].Br[CH2:37][CH2:38][OH:39].C(Cl)Cl. The catalyst is CN(C=O)C.CCOCC. The product is [Si:1]([O:18][CH2:19][C:20]1[CH:29]=[CH:28][C:23]2[N:24]([CH2:37][CH2:38][OH:39])[C:25](=[O:27])[O:26][C:22]=2[CH:21]=1)([C:14]([CH3:17])([CH3:15])[CH3:16])([C:8]1[CH:9]=[CH:10][CH:11]=[CH:12][CH:13]=1)[C:2]1[CH:7]=[CH:6][CH:5]=[CH:4][CH:3]=1. The yield is 0.440. (2) The reactants are [I:1]N1C(=O)CCC1=O.[NH2:9][C:10]1[C:15]2[C:16]([C:19]3[CH:24]=[CH:23][C:22]([NH:25][C:26](=[O:32])[O:27][C:28]([CH3:31])([CH3:30])[CH3:29])=[C:21]([O:33][CH3:34])[CH:20]=3)=[CH:17][O:18][C:14]=2[CH:13]=[CH:12][N:11]=1.S([O-])([O-])(=O)=S.[Na+].[Na+]. The catalyst is CN(C)C=O. The product is [NH2:9][C:10]1[C:15]2[C:16]([C:19]3[CH:24]=[CH:23][C:22]([NH:25][C:26](=[O:32])[O:27][C:28]([CH3:29])([CH3:30])[CH3:31])=[C:21]([O:33][CH3:34])[CH:20]=3)=[CH:17][O:18][C:14]=2[C:13]([I:1])=[CH:12][N:11]=1. The yield is 0.840. (3) The reactants are C(OC(=O)[NH:7][CH2:8][CH2:9][CH2:10][NH:11][C:12](=[O:38])[CH2:13][C@@H:14]1[N:20]=[C:19]([C:21]2[CH:26]=[CH:25][C:24]([Cl:27])=[CH:23][CH:22]=2)[C:18]2[CH:28]=[C:29]([O:32][CH3:33])[CH:30]=[CH:31][C:17]=2[N:16]2[C:34]([CH3:37])=[N:35][N:36]=[C:15]12)(C)(C)C.C(O)(C(F)(F)F)=O. The catalyst is C(Cl)Cl. The product is [NH2:7][CH2:8][CH2:9][CH2:10][NH:11][C:12](=[O:38])[CH2:13][C@@H:14]1[N:20]=[C:19]([C:21]2[CH:22]=[CH:23][C:24]([Cl:27])=[CH:25][CH:26]=2)[C:18]2[CH:28]=[C:29]([O:32][CH3:33])[CH:30]=[CH:31][C:17]=2[N:16]2[C:34]([CH3:37])=[N:35][N:36]=[C:15]12. The yield is 0.777.